From a dataset of Full USPTO retrosynthesis dataset with 1.9M reactions from patents (1976-2016). Predict the reactants needed to synthesize the given product. Given the product [CH2:1]([C:3]1[N:13]([CH2:14][C:15]2[CH:16]=[CH:17][C:18](/[CH:21]=[CH:22]/[CH2:23][N:35]3[CH2:36][CH2:37][C:32]([CH2:31][N:28]4[CH2:27][CH2:26][O:25][CH2:30][CH2:29]4)([OH:38])[CH2:33][CH2:34]3)=[CH:19][CH:20]=2)[C:6]2=[N:7][C:8]([CH3:12])=[CH:9][C:10]([CH3:11])=[C:5]2[N:4]=1)[CH3:2], predict the reactants needed to synthesize it. The reactants are: [CH2:1]([C:3]1[N:13]([CH2:14][C:15]2[CH:20]=[CH:19][C:18](/[CH:21]=[CH:22]/[CH2:23]O)=[CH:17][CH:16]=2)[C:6]2=[N:7][C:8]([CH3:12])=[CH:9][C:10]([CH3:11])=[C:5]2[N:4]=1)[CH3:2].[O:25]1[CH2:30][CH2:29][N:28]([CH2:31][C:32]2([OH:38])[CH2:37][CH2:36][NH:35][CH2:34][CH2:33]2)[CH2:27][CH2:26]1.